This data is from Retrosynthesis with 50K atom-mapped reactions and 10 reaction types from USPTO. The task is: Predict the reactants needed to synthesize the given product. (1) Given the product NCc1ccnc2[nH]ncc12, predict the reactants needed to synthesize it. The reactants are: N#Cc1ccnc2[nH]ncc12. (2) Given the product O=C(Nc1nc(C2CC2)cs1)c1c(/C=C/c2cccc(OC(F)F)c2OCC2CCC2)nc2sccn12, predict the reactants needed to synthesize it. The reactants are: Nc1nc(C2CC2)cs1.O=C(O)c1c(/C=C/c2cccc(OC(F)F)c2OCC2CCC2)nc2sccn12.